Dataset: Full USPTO retrosynthesis dataset with 1.9M reactions from patents (1976-2016). Task: Predict the reactants needed to synthesize the given product. (1) Given the product [C:18]([O:17][C:15]([N:4]1[CH2:5][CH2:6][CH2:7][C:2](=[O:1])[CH2:3]1)=[O:16])([CH3:21])([CH3:20])[CH3:19], predict the reactants needed to synthesize it. The reactants are: [OH:1][CH:2]1[CH2:7][CH2:6][CH2:5][NH:4][CH2:3]1.C(N(CC)CC)C.[C:15](O[C:15]([O:17][C:18]([CH3:21])([CH3:20])[CH3:19])=[O:16])([O:17][C:18]([CH3:21])([CH3:20])[CH3:19])=[O:16]. (2) The reactants are: Cl[CH2:2][CH:3]([OH:12])[CH2:4][NH:5][C:6]1[CH:11]=[CH:10][CH:9]=[CH:8][CH:7]=1.[OH-].[K+]. Given the product [O:12]1[CH2:2][CH:3]1[CH2:4][NH:5][C:6]1[CH:11]=[CH:10][CH:9]=[CH:8][CH:7]=1, predict the reactants needed to synthesize it. (3) Given the product [Si:19]([O:11][CH2:10][CH2:9][C@@H:8]([C:5]1[CH:6]=[CH:7][C:2]([Cl:1])=[C:3]([F:13])[CH:4]=1)[OH:12])([C:22]([CH3:25])([CH3:24])[CH3:23])([CH3:21])[CH3:20], predict the reactants needed to synthesize it. The reactants are: [Cl:1][C:2]1[CH:7]=[CH:6][C:5]([C@@H:8]([OH:12])[CH2:9][CH2:10][OH:11])=[CH:4][C:3]=1[F:13].N1C=CN=C1.[Si:19](Cl)([C:22]([CH3:25])([CH3:24])[CH3:23])([CH3:21])[CH3:20]. (4) Given the product [CH3:1][O:2][C:3]1[CH:4]=[CH:5][C:6]([CH2:10][O:17][C:14](=[O:16])[CH3:15])=[N:7][CH:8]=1, predict the reactants needed to synthesize it. The reactants are: [CH3:1][O:2][C:3]1[CH:4]=[CH:5][C:6]([CH3:10])=[N+:7]([O-])[CH:8]=1.C(O)C.[C:14]([O:17]C(=O)C)(=[O:16])[CH3:15]. (5) Given the product [F:25][C:26]1[CH:33]=[CH:32][C:29]([C@@H:30]([OH:31])[CH:17]=[CH:16][C:15]([CH3:19])([CH3:18])[CH3:14])=[CH:28][CH:27]=1, predict the reactants needed to synthesize it. The reactants are: B(C1CCCCC1)C1CCCCC1.[CH3:14][C:15]([CH3:19])([CH3:18])[C:16]#[CH:17].[Zn](CC)CC.[F:25][C:26]1[CH:33]=[CH:32][C:29]([CH:30]=[O:31])=[CH:28][CH:27]=1. (6) Given the product [CH3:1][O:2][C:3](=[O:11])[C:4]1[CH:9]=[CH:8][CH:7]=[C:6]([NH:10][S:19]([CH3:18])(=[O:21])=[O:20])[CH:5]=1, predict the reactants needed to synthesize it. The reactants are: [CH3:1][O:2][C:3](=[O:11])[C:4]1[CH:9]=[CH:8][CH:7]=[C:6]([NH2:10])[CH:5]=1.N1C=CC=CC=1.[CH3:18][S:19](Cl)(=[O:21])=[O:20]. (7) The reactants are: [OH-].[Na+].[Cl:3][C:4]1[S:8][C:7]([C:9]2[NH:13][C:12]3[CH:14]=[CH:15][C:16]([S:18]([CH2:21][C:22]([O:24]C)=[O:23])(=[O:20])=[O:19])=[CH:17][C:11]=3[N:10]=2)=[CH:6][CH:5]=1. Given the product [Cl:3][C:4]1[S:8][C:7]([C:9]2[NH:13][C:12]3[CH:14]=[CH:15][C:16]([S:18]([CH2:21][C:22]([OH:24])=[O:23])(=[O:19])=[O:20])=[CH:17][C:11]=3[N:10]=2)=[CH:6][CH:5]=1, predict the reactants needed to synthesize it. (8) Given the product [N:1]1([CH2:10][O:11][C:12]2[CH:19]=[C:18]([O:20][CH3:21])[C:17]([C:22]3[S:23][CH:24]=[CH:25][CH:26]=3)=[CH:16][C:13]=2/[CH:14]=[CH:28]/[C:27]([C:30]2[CH:31]=[CH:32][C:33]([S:36]([NH2:39])(=[O:38])=[O:37])=[CH:34][CH:35]=2)=[O:29])[C:5]2[CH:6]=[CH:7][CH:8]=[CH:9][C:4]=2[N:3]=[N:2]1, predict the reactants needed to synthesize it. The reactants are: [N:1]1([CH2:10][O:11][C:12]2[CH:19]=[C:18]([O:20][CH3:21])[C:17]([C:22]3[S:23][CH:24]=[CH:25][CH:26]=3)=[CH:16][C:13]=2[CH:14]=O)[C:5]2[CH:6]=[CH:7][CH:8]=[CH:9][C:4]=2[N:3]=[N:2]1.[C:27]([C:30]1[CH:35]=[CH:34][C:33]([S:36]([NH2:39])(=[O:38])=[O:37])=[CH:32][CH:31]=1)(=[O:29])[CH3:28]. (9) Given the product [CH3:8][N:4]1[C:3](=[O:9])[C:2]([NH:1][C:32]([N:19]2[CH2:20][CH2:21][CH:16]([O:15][C:14]3[CH:13]=[C:12]([C:24]([F:27])([F:25])[F:26])[C:11]([F:10])=[CH:23][CH:22]=3)[CH2:17][CH2:18]2)=[O:33])=[CH:7][CH:6]=[N:5]1, predict the reactants needed to synthesize it. The reactants are: [NH2:1][C:2]1[C:3](=[O:9])[N:4]([CH3:8])[N:5]=[CH:6][CH:7]=1.[F:10][C:11]1[CH:23]=[CH:22][C:14]([O:15][CH:16]2[CH2:21][CH2:20][NH:19][CH2:18][CH2:17]2)=[CH:13][C:12]=1[C:24]([F:27])([F:26])[F:25].Cl.FC(F)(F)C1C=CC=C[C:32]=1[O:33]C1CCNCC1. (10) Given the product [CH3:31][N:19]([CH2:20][C:21]1[S:25][C:24]2[CH:26]=[CH:27][CH:28]=[CH:29][C:23]=2[C:22]=1[CH3:30])[C:18](/[CH:17]=[CH:16]/[C:13]1[CH:14]=[N:15][C:9]2[NH:8][C:7](=[O:33])[N:6]([CH2:5][C:4]([OH:34])=[O:3])[CH2:11][C:10]=2[CH:12]=1)=[O:32], predict the reactants needed to synthesize it. The reactants are: C([O:3][C:4](=[O:34])[CH2:5][N:6]1[CH2:11][C:10]2[CH:12]=[C:13](/[CH:16]=[CH:17]/[C:18](=[O:32])[N:19]([CH3:31])[CH2:20][C:21]3[S:25][C:24]4[CH:26]=[CH:27][CH:28]=[CH:29][C:23]=4[C:22]=3[CH3:30])[CH:14]=[N:15][C:9]=2[NH:8][C:7]1=[O:33])C.C(OC(=O)CN1CC2C=C(/C=C/C(=O)N(C)CC3N(C)C4C(C=3)=CC=CC=4)C=NC=2NC1=O)C.